This data is from Full USPTO retrosynthesis dataset with 1.9M reactions from patents (1976-2016). The task is: Predict the reactants needed to synthesize the given product. (1) Given the product [Br:10][C:11]1[CH:12]=[CH:13][C:14]2[N:18]=[C:17]([CH:19]([F:20])[F:21])[N:16]([CH2:9][O:8][CH2:2][CH2:3][Si:4]([CH3:7])([CH3:6])[CH3:5])[C:15]=2[CH:22]=1, predict the reactants needed to synthesize it. The reactants are: Cl[CH:2]([O:8][CH3:9])[CH2:3][Si:4]([CH3:7])([CH3:6])[CH3:5].[Br:10][C:11]1[CH:12]=[CH:13][C:14]2[N:18]=[C:17]([CH:19]([F:21])[F:20])[NH:16][C:15]=2[CH:22]=1.C(N(CC)C(C)C)(C)C. (2) Given the product [Cl:1][C:2]1[CH:7]=[C:6]([Cl:8])[N:5]=[C:4]([S:9][C:12]2[CH:21]=[CH:20][C:19]([NH:18][C:16](=[O:17])[CH2:15][C:14]([F:27])([F:13])[F:26])=[CH:24][CH:23]=2)[N:3]=1, predict the reactants needed to synthesize it. The reactants are: [Cl:1][C:2]1[CH:7]=[C:6]([Cl:8])[N:5]=[C:4]([S:9]([CH3:12])(=O)=O)[N:3]=1.[F:13][C:14]([F:27])([F:26])[CH2:15][C:16]([NH:18][C:19]1[CH:24]=[CH:23]C(S)=[CH:21][CH:20]=1)=[O:17].C(N(CC)CC)C. (3) The reactants are: [CH:1]1[CH:2]=[CH:3][C:4]([C@@H:7]([N:15]2[CH2:20][CH2:19][N:18]([CH2:21][CH2:22][O:23][CH2:24][C:25]([OH:27])=[O:26])[CH2:17][CH2:16]2)[C:8]2[CH:9]=[CH:10][C:11]([Cl:14])=[CH:12][CH:13]=2)=[CH:5][CH:6]=1.Cl.Cl.[Si](O)(O)(O)O.C([O-])(=O)CCCCCCCCCCCCCCCCC.[Mg+2].C([O-])(=O)CCCCCCCCCCCCCCCCC. Given the product [CH:1]1[CH:2]=[CH:3][C:4]([C@@H:7]([N:15]2[CH2:20][CH2:19][N:18]([CH2:21][CH2:22][O:23][CH2:24][C:25]([OH:27])=[O:26])[CH2:17][CH2:16]2)[C:8]2[CH:9]=[CH:10][C:11]([Cl:14])=[CH:12][CH:13]=2)=[CH:5][CH:6]=1, predict the reactants needed to synthesize it.